This data is from NCI-60 drug combinations with 297,098 pairs across 59 cell lines. The task is: Regression. Given two drug SMILES strings and cell line genomic features, predict the synergy score measuring deviation from expected non-interaction effect. (1) Drug 1: CS(=O)(=O)C1=CC(=C(C=C1)C(=O)NC2=CC(=C(C=C2)Cl)C3=CC=CC=N3)Cl. Drug 2: C1C(C(OC1N2C=C(C(=O)NC2=O)F)CO)O. Synergy scores: CSS=37.3, Synergy_ZIP=-3.73, Synergy_Bliss=-6.00, Synergy_Loewe=-31.3, Synergy_HSA=-5.69. Cell line: HT29. (2) Drug 1: C1=CC(=C2C(=C1NCCNCCO)C(=O)C3=C(C=CC(=C3C2=O)O)O)NCCNCCO. Drug 2: C1=C(C(=O)NC(=O)N1)F. Cell line: SNB-75. Synergy scores: CSS=60.9, Synergy_ZIP=3.87, Synergy_Bliss=2.93, Synergy_Loewe=5.92, Synergy_HSA=7.35. (3) Drug 1: CCCCC(=O)OCC(=O)C1(CC(C2=C(C1)C(=C3C(=C2O)C(=O)C4=C(C3=O)C=CC=C4OC)O)OC5CC(C(C(O5)C)O)NC(=O)C(F)(F)F)O. Drug 2: C(CC(=O)O)C(=O)CN.Cl. Cell line: DU-145. Synergy scores: CSS=60.8, Synergy_ZIP=-3.08, Synergy_Bliss=-1.84, Synergy_Loewe=-0.966, Synergy_HSA=0.255. (4) Drug 1: CC(C1=C(C=CC(=C1Cl)F)Cl)OC2=C(N=CC(=C2)C3=CN(N=C3)C4CCNCC4)N. Synergy scores: CSS=9.15, Synergy_ZIP=0.872, Synergy_Bliss=9.98, Synergy_Loewe=8.42, Synergy_HSA=8.33. Cell line: T-47D. Drug 2: C1=CN(C=N1)CC(O)(P(=O)(O)O)P(=O)(O)O. (5) Drug 1: CC1C(C(CC(O1)OC2CC(CC3=C2C(=C4C(=C3O)C(=O)C5=C(C4=O)C(=CC=C5)OC)O)(C(=O)C)O)N)O.Cl. Drug 2: C#CCC(CC1=CN=C2C(=N1)C(=NC(=N2)N)N)C3=CC=C(C=C3)C(=O)NC(CCC(=O)O)C(=O)O. Cell line: HOP-62. Synergy scores: CSS=27.8, Synergy_ZIP=-6.10, Synergy_Bliss=-0.778, Synergy_Loewe=-2.45, Synergy_HSA=-3.59.